This data is from Full USPTO retrosynthesis dataset with 1.9M reactions from patents (1976-2016). The task is: Predict the reactants needed to synthesize the given product. Given the product [CH3:10][O:9][C:7](=[O:8])[C:6]1[CH:11]=[C:2]([Cl:1])[CH:3]=[CH:4][C:5]=1[O:12][CH2:22][CH2:21][O:20][CH3:19], predict the reactants needed to synthesize it. The reactants are: [Cl:1][C:2]1[CH:11]=[C:6]([C:7]([O:9][CH3:10])=[O:8])[C:5]([OH:12])=[CH:4][CH:3]=1.C([O-])([O-])=O.[K+].[K+].[CH3:19][O:20][CH2:21][CH2:22]Br.